This data is from Full USPTO retrosynthesis dataset with 1.9M reactions from patents (1976-2016). The task is: Predict the reactants needed to synthesize the given product. (1) Given the product [CH2:1]([N:8]1[C:12]2[CH:13]=[CH:14][C:15]([NH:17][C:18]3[CH:30]=[CH:29][C:28]([Cl:31])=[CH:27][C:19]=3[C:20]([OH:22])=[O:21])=[CH:16][C:11]=2[S:10][C:9]1=[O:32])[C:2]1[CH:7]=[CH:6][CH:5]=[CH:4][CH:3]=1, predict the reactants needed to synthesize it. The reactants are: [CH2:1]([N:8]1[C:12]2[CH:13]=[CH:14][C:15]([NH:17][C:18]3[CH:30]=[CH:29][C:28]([Cl:31])=[CH:27][C:19]=3[C:20]([O:22]C(C)(C)C)=[O:21])=[CH:16][C:11]=2[S:10][C:9]1=[O:32])[C:2]1[CH:7]=[CH:6][CH:5]=[CH:4][CH:3]=1.FC(F)(F)C(O)=O. (2) The reactants are: [I:1][C:2]1[CH:7]=[CH:6][C:5]([OH:8])=[CH:4][CH:3]=1.Br[CH2:10][CH2:11][CH3:12].C(=O)([O-])[O-].[Na+].[Na+]. Given the product [I:1][C:2]1[CH:7]=[CH:6][C:5]([O:8][CH2:10][CH2:11][CH3:12])=[CH:4][CH:3]=1, predict the reactants needed to synthesize it. (3) Given the product [O:25]([C:22]1[CH:21]=[CH:20][C:19]([C:11]2[N:10]=[C:9]([CH:7]3[CH2:6][CH:5]([CH2:4][N:2]4[CH2:1][CH2:34][CH2:33][CH2:3]4)[CH2:8]3)[N:13]3[CH:14]=[CH:15][N:16]=[C:17]([NH2:18])[C:12]=23)=[CH:24][CH:23]=1)[C:26]1[CH:27]=[CH:28][CH:29]=[CH:30][CH:31]=1, predict the reactants needed to synthesize it. The reactants are: [CH3:1][N:2]([CH2:4][C@@H:5]1[CH2:8][C@H:7]([C:9]2[N:13]3[CH:14]=[CH:15][N:16]=[C:17]([NH2:18])[C:12]3=[C:11]([C:19]3[CH:24]=[CH:23][C:22]([O:25][C:26]4[CH:31]=[CH:30][CH:29]=[CH:28][CH:27]=4)=[CH:21][CH:20]=3)[N:10]=2)[CH2:6]1)[CH3:3].N1CC[CH2:34][CH2:33]1. (4) The reactants are: [Cl:1][C:2]1[CH:11]=[CH:10][C:9]2[C:8]([C:12]([NH:14][CH2:15][CH:16]3[CH2:21][CH2:20][CH2:19][CH2:18][CH2:17]3)=[O:13])=[C:7]([Cl:22])[CH:6]=[CH:5][C:4]=2[N:3]=1.[CH3:23][NH:24][CH2:25][CH2:26][NH:27][CH3:28]. Given the product [ClH:1].[ClH:1].[Cl:22][C:7]1[CH:6]=[CH:5][C:4]2[N:3]=[C:2]([N:24]([CH3:23])[CH2:25][CH2:26][NH:27][CH3:28])[CH:11]=[CH:10][C:9]=2[C:8]=1[C:12]([NH:14][CH2:15][CH:16]1[CH2:21][CH2:20][CH2:19][CH2:18][CH2:17]1)=[O:13], predict the reactants needed to synthesize it. (5) The reactants are: [CH2:1]([O:8][C:9]1[C:17]([CH:18]=[O:19])=[CH:16][CH:15]=[C:14]2[C:10]=1[CH:11]=[CH:12][N:13]2[CH3:20])[C:2]1[CH:7]=[CH:6][CH:5]=[CH:4][CH:3]=1.[CH2:21]([Mg]Cl)[CH2:22][CH3:23]. Given the product [CH2:1]([O:8][C:9]1[C:17]([CH:18]([OH:19])[CH2:21][CH2:22][CH3:23])=[CH:16][CH:15]=[C:14]2[C:10]=1[CH:11]=[CH:12][N:13]2[CH3:20])[C:2]1[CH:3]=[CH:4][CH:5]=[CH:6][CH:7]=1, predict the reactants needed to synthesize it. (6) The reactants are: [CH3:1][O:2][C:3](=[O:23])[CH2:4][C:5]1[CH:10]=[CH:9][CH:8]=[C:7]([O:11][CH2:12][CH2:13][CH2:14][NH:15]C(OC(C)(C)C)=O)[CH:6]=1.[ClH:24]. Given the product [ClH:24].[CH3:1][O:2][C:3](=[O:23])[CH2:4][C:5]1[CH:10]=[CH:9][CH:8]=[C:7]([O:11][CH2:12][CH2:13][CH2:14][NH2:15])[CH:6]=1, predict the reactants needed to synthesize it.